From a dataset of Reaction yield outcomes from USPTO patents with 853,638 reactions. Predict the reaction yield, written as a fraction of the theoretical maximum amount of product (1.0 means a 100% yield; for example, 0.34 means a 34% yield). (1) The product is [CH3:27][O:26][C:24]([C:23]1[C:22]([C:28]([O:30][CH3:31])=[O:29])=[C:39]([NH:38][CH:32]2[CH2:37][CH2:36][CH2:35][CH2:34][CH2:33]2)[O:19][C:18]=1[C:17]1[C:16]2[C:10]([CH:11]=[CH:12][CH:13]=[CH:14][CH:15]=2)=[C:9]([CH:20]=[O:21])[C:8]=1[Si:1]([C:4]([CH3:7])([CH3:6])[CH3:5])([CH3:3])[CH3:2])=[O:25]. The reactants are [Si:1]([C:8]1[C:17]([CH:18]=[O:19])=[C:16]2[C:10](=[CH:11][CH:12]=[CH:13][CH:14]=[CH:15]2)[C:9]=1[CH:20]=[O:21])([C:4]([CH3:7])([CH3:6])[CH3:5])([CH3:3])[CH3:2].[C:22]([C:28]([O:30][CH3:31])=[O:29])#[C:23][C:24]([O:26][CH3:27])=[O:25].[CH:32]1([N+:38]#[C-:39])[CH2:37][CH2:36][CH2:35][CH2:34][CH2:33]1.CCCCCC. The yield is 0.250. The catalyst is C1C=CC=CC=1.C(OC(=O)C)C. (2) The reactants are [CH3:1][O:2][C:3](=[O:12])[C:4]1[CH:9]=[CH:8][C:7]([CH:10]=O)=[CH:6][CH:5]=1.[F:13][C:14]([F:50])([F:49])[C:15]1[CH:16]=[C:17]([CH:42]=[C:43]([C:45]([F:48])([F:47])[F:46])[CH:44]=1)[CH2:18][N:19]([C:36]1[N:37]=[N:38][N:39]([CH3:41])[N:40]=1)[C@H:20]1[CH2:26][CH2:25][CH2:24][NH:23][C:22]2[CH:27]=[C:28]([C:32]([F:35])([F:34])[F:33])[C:29]([CH3:31])=[CH:30][C:21]1=2.C(O[BH-](OC(=O)C)OC(=O)C)(=O)C.[Na+]. The catalyst is C(O)(=O)C.ClCCCl.C(Cl)Cl. The product is [CH3:1][O:2][C:3](=[O:12])[C:4]1[CH:9]=[CH:8][C:7]([CH2:10][N:23]2[CH2:24][CH2:25][CH2:26][C@H:20]([N:19]([CH2:18][C:17]3[CH:42]=[C:43]([C:45]([F:48])([F:47])[F:46])[CH:44]=[C:15]([C:14]([F:13])([F:50])[F:49])[CH:16]=3)[C:36]3[N:37]=[N:38][N:39]([CH3:41])[N:40]=3)[C:21]3[CH:30]=[C:29]([CH3:31])[C:28]([C:32]([F:34])([F:33])[F:35])=[CH:27][C:22]2=3)=[CH:6][CH:5]=1. The yield is 0.520.